Dataset: Catalyst prediction with 721,799 reactions and 888 catalyst types from USPTO. Task: Predict which catalyst facilitates the given reaction. (1) Reactant: CN(C)CCN.[CH2:7]([O:9][N:10]1C(=O)C2=CC=CC=C2C1=O)[CH3:8].C(O)(=O)C.[C:25]([C:30]1[CH:35]=[C:34]([Cl:36])[CH:33]=[CH:32][C:31]=1[NH:37][S:38]([C:41]([F:44])([F:43])[F:42])(=[O:40])=[O:39])(=O)[CH2:26][CH2:27][CH3:28]. Product: [Cl:36][C:34]1[CH:33]=[CH:32][C:31]([NH:37][S:38]([C:41]([F:44])([F:43])[F:42])(=[O:40])=[O:39])=[C:30]([C:25](=[N:10][O:9][CH2:7][CH3:8])[CH2:26][CH2:27][CH3:28])[CH:35]=1. The catalyst class is: 14. (2) Reactant: [NH2:1][CH:2]1[CH2:6][CH2:5][NH:4][CH2:3]1.[CH3:7][O:8][C:9]1[CH:10]=[C:11]([CH:14]=[CH:15][C:16]=1[O:17][CH3:18])[CH:12]=O.C(=O)([O-])[O-].[Na+].[Na+]. Product: [NH:4]1[CH2:5][CH2:6][CH:2]([CH:3]=[CH:12][C:11]2[CH:14]=[CH:15][C:16]([O:17][CH3:18])=[C:9]([O:8][CH3:7])[CH:10]=2)[NH:1]1. The catalyst class is: 5. (3) Reactant: [OH-:1].[Na+].[F:3][C:4]1[CH:9]=[CH:8][C:7]([C:10]([N:12]2[CH2:17][CH2:16][N:15]3[N:18]=[C:19]([CH2:24][O:25][C:26]4[CH:31]=[CH:30][CH:29]=[CH:28][CH:27]=4)[C:20](B(O)O)=[C:14]3[CH2:13]2)=[O:11])=[CH:6][CH:5]=1.OO. Product: [F:3][C:4]1[CH:9]=[CH:8][C:7]([C:10]([N:12]2[CH2:17][CH2:16][N:15]3[N:18]=[C:19]([CH2:24][O:25][C:26]4[CH:31]=[CH:30][CH:29]=[CH:28][CH:27]=4)[C:20]([OH:1])=[C:14]3[CH2:13]2)=[O:11])=[CH:6][CH:5]=1. The catalyst class is: 1. (4) Reactant: C([O:4][C@H:5]([CH3:25])[CH2:6][CH2:7][CH2:8][CH2:9][N:10]1[C:15](=[O:16])[C:14]2[C:17]([CH3:22])=[CH:18][C:19]([CH3:21])=[N:20][C:13]=2[N:12]([CH3:23])[C:11]1=[O:24])(=O)C.[OH-].[K+].[Cl-].[Na+]. The catalyst class is: 24. Product: [OH:4][C@H:5]([CH3:25])[CH2:6][CH2:7][CH2:8][CH2:9][N:10]1[C:15](=[O:16])[C:14]2[C:17]([CH3:22])=[CH:18][C:19]([CH3:21])=[N:20][C:13]=2[N:12]([CH3:23])[C:11]1=[O:24]. (5) Reactant: Br[CH2:2][C:3]1[C:8]([CH3:9])=[C:7]([F:10])[CH:6]=[CH:5][C:4]=1[N:11]1[C:15](=[O:16])[N:14]([CH3:17])[N:13]=[N:12]1.[CH3:18][C:19]1[CH:24]=[C:23]([C:25]2[CH:29]=[CH:28][N:27]([CH3:30])[N:26]=2)[C:22]([CH3:31])=[CH:21][C:20]=1[OH:32].C(=O)([O-])[O-].[K+].[K+]. Product: [CH3:18][C:19]1[CH:24]=[C:23]([C:25]2[CH:29]=[CH:28][N:27]([CH3:30])[N:26]=2)[C:22]([CH3:31])=[CH:21][C:20]=1[O:32][CH2:2][C:3]1[C:8]([CH3:9])=[C:7]([F:10])[CH:6]=[CH:5][C:4]=1[N:11]1[C:15](=[O:16])[N:14]([CH3:17])[N:13]=[N:12]1. The catalyst class is: 10. (6) Reactant: [CH2:1]([C:8]1[NH:9][C:10]([C:13]2[CH:18]=[CH:17][CH:16]=[CH:15][CH:14]=2)=[CH:11][CH:12]=1)[C:2]1[CH:7]=[CH:6][CH:5]=[CH:4][CH:3]=1.[H-].[Na+].Br[CH2:22][C:23]([O:25][CH3:26])=[O:24]. Product: [CH3:26][O:25][C:23](=[O:24])[CH2:22][N:9]1[C:10]([C:13]2[CH:18]=[CH:17][CH:16]=[CH:15][CH:14]=2)=[CH:11][CH:12]=[C:8]1[CH2:1][C:2]1[CH:3]=[CH:4][CH:5]=[CH:6][CH:7]=1. The catalyst class is: 3.